This data is from Catalyst prediction with 721,799 reactions and 888 catalyst types from USPTO. The task is: Predict which catalyst facilitates the given reaction. Reactant: Br[C:2]1[CH:3]=[N:4][C:5]([Cl:8])=[N:6][CH:7]=1.C([Sn](CCCC)(CCCC)[C:14]([O:16][CH2:17][CH3:18])=[CH2:15])CCC. Product: [Cl:8][C:5]1[N:4]=[CH:3][C:2]([C:14]([O:16][CH2:17][CH3:18])=[CH2:15])=[CH:7][N:6]=1. The catalyst class is: 235.